This data is from Catalyst prediction with 721,799 reactions and 888 catalyst types from USPTO. The task is: Predict which catalyst facilitates the given reaction. (1) Reactant: [CH2:1]([N:8]1[CH2:12][CH:11]([C:13]2[CH:18]=[CH:17][CH:16]=[CH:15][C:14]=2[CH3:19])[CH:10]([N+:20]([O-])=O)[CH2:9]1)[C:2]1[CH:7]=[CH:6][CH:5]=[CH:4][CH:3]=1.O.O.Cl[Sn]Cl.C([O-])(O)=O.[Na+]. The catalyst class is: 25. Product: [CH2:1]([N:8]1[CH2:12][CH:11]([C:13]2[CH:18]=[CH:17][CH:16]=[CH:15][C:14]=2[CH3:19])[CH:10]([NH2:20])[CH2:9]1)[C:2]1[CH:3]=[CH:4][CH:5]=[CH:6][CH:7]=1. (2) Reactant: Cl[C:2]1[N:3]=[N:4][CH:5]=[C:6]([C:8]([N:10]2[CH2:15][CH2:14][CH2:13][CH:12]([C:16]3[CH:21]=[CH:20][C:19]([O:22][CH3:23])=[CH:18][C:17]=3[CH3:24])[CH2:11]2)=[O:9])[CH:7]=1.[CH3:25][NH:26][CH3:27]. Product: [CH3:23][O:22][C:19]1[CH:20]=[CH:21][C:16]([CH:12]2[CH2:13][CH2:14][CH2:15][N:10]([C:8]([C:6]3[CH:7]=[C:2]([N:26]([CH3:27])[CH3:25])[N:3]=[N:4][CH:5]=3)=[O:9])[CH2:11]2)=[C:17]([CH3:24])[CH:18]=1. The catalyst class is: 51. (3) Reactant: [CH3:1][C@H:2]1[N:7]([CH2:8][C:9]2[N:13]([C:14]3[CH:19]=[CH:18][CH:17]=[C:16]([C:20]([F:23])([F:22])[F:21])[CH:15]=3)[N:12]=[N:11][N:10]=2)[CH2:6][CH2:5][N:4](C(OC(C)(C)C)=O)[CH2:3]1.Cl.O1CCOCC1. Product: [CH3:1][C@@H:2]1[CH2:3][NH:4][CH2:5][CH2:6][N:7]1[CH2:8][C:9]1[N:13]([C:14]2[CH:19]=[CH:18][CH:17]=[C:16]([C:20]([F:23])([F:21])[F:22])[CH:15]=2)[N:12]=[N:11][N:10]=1. The catalyst class is: 5. (4) Reactant: [OH:1][C:2]1[CH:11]=[CH:10][C:5]([C:6]([O:8][CH3:9])=[O:7])=[CH:4][CH:3]=1.[CH3:12][C:13]1([CH3:32])[O:17][C@H:16]([CH2:18][O:19][C:20]2[CH:21]=[C:22]3[C:27](=[CH:28][CH:29]=2)[CH:26]=[C:25]([CH2:30]O)[CH:24]=[CH:23]3)[CH2:15][O:14]1.C1(P(C2C=CC=CC=2)C2C=CC=CC=2)C=CC=CC=1.N(C(OCC)=O)=NC(OCC)=O. Product: [CH3:9][O:8][C:6](=[O:7])[C:5]1[CH:4]=[CH:3][C:2]([O:1][CH2:30][C:25]2[CH:24]=[CH:23][C:22]3[C:27](=[CH:28][CH:29]=[C:20]([O:19][CH2:18][C@@H:16]4[CH2:15][O:14][C:13]([CH3:32])([CH3:12])[O:17]4)[CH:21]=3)[CH:26]=2)=[CH:11][CH:10]=1. The catalyst class is: 2. (5) Reactant: [NH2:1][CH2:2][CH:3]1[C:7]2[CH:8]=[C:9]([C:12]3[C:20]4[C:15](=[CH:16][C:17]([F:21])=[CH:18][CH:19]=4)[NH:14][CH:13]=3)[CH:10]=[CH:11][C:6]=2[S:5](=[O:23])(=[O:22])[N:4]1C(C)(C)C. Product: [NH2:1][CH2:2][CH:3]1[C:7]2[CH:8]=[C:9]([C:12]3[C:20]4[C:15](=[CH:16][C:17]([F:21])=[CH:18][CH:19]=4)[NH:14][CH:13]=3)[CH:10]=[CH:11][C:6]=2[S:5](=[O:23])(=[O:22])[NH:4]1. The catalyst class is: 209. (6) Reactant: C([O:8][C:9]1[C:14]([CH2:15][N:16]2[CH2:25][CH2:24][C:23]3[C:18](=[C:19]([Cl:34])[C:20]([C:27]4[N:31]([CH3:32])[N:30]=[N:29][C:28]=4[CH3:33])=[CH:21][C:22]=3[Br:26])[C:17]2=[O:35])=[C:13]([CH3:36])[CH:12]=[C:11]([CH3:37])[N:10]=1)C1C=CC=CC=1.FC(F)(F)C(O)=O. Product: [Br:26][C:22]1[CH:21]=[C:20]([C:27]2[N:31]([CH3:32])[N:30]=[N:29][C:28]=2[CH3:33])[C:19]([Cl:34])=[C:18]2[C:23]=1[CH2:24][CH2:25][N:16]([CH2:15][C:14]1[C:9](=[O:8])[NH:10][C:11]([CH3:37])=[CH:12][C:13]=1[CH3:36])[C:17]2=[O:35]. The catalyst class is: 4. (7) Reactant: [NH2:1][C:2]1[CH:7]=[CH:6][C:5](/[CH:8]=[CH:9]/[C:10]2[N:11]=[C:12]([NH:15][C:16](=[O:18])[CH3:17])[S:13][CH:14]=2)=[CH:4][CH:3]=1.CS[C:21]1[S:22][CH2:23][CH2:24][N:25]=1. Product: [S:22]1[CH2:23][CH2:24][N:25]=[C:21]1[NH:1][C:2]1[CH:7]=[CH:6][C:5](/[CH:8]=[CH:9]/[C:10]2[N:11]=[C:12]([NH:15][C:16](=[O:18])[CH3:17])[S:13][CH:14]=2)=[CH:4][CH:3]=1. The catalyst class is: 141.